From a dataset of Catalyst prediction with 721,799 reactions and 888 catalyst types from USPTO. Predict which catalyst facilitates the given reaction. (1) Reactant: [C:1]([O:5][C:6]([N:8]1[CH:13]2[CH2:14][CH2:15][CH:9]1[CH2:10][C:11](=[O:16])[CH2:12]2)=[O:7])([CH3:4])([CH3:3])[CH3:2].C[Si]([N-][Si](C)(C)C)(C)C.[Li+].C1C=CC(N([S:34]([C:37]([F:40])([F:39])[F:38])(=[O:36])=[O:35])[S:34]([C:37]([F:40])([F:39])[F:38])(=[O:36])=[O:35])=CC=1. Product: [C:1]([O:5][C:6]([N:8]1[CH:13]2[CH2:14][CH2:15][CH:9]1[CH:10]=[C:11]([O:16][S:34]([C:37]([F:40])([F:39])[F:38])(=[O:36])=[O:35])[CH2:12]2)=[O:7])([CH3:4])([CH3:2])[CH3:3]. The catalyst class is: 1. (2) Reactant: C(ON=O)(C)(C)C.N[C:9]1[C:21]2[C:12](=[N:13][C:14]3[CH2:15][CH2:16][CH:17]([C:22]([CH3:25])([CH3:24])[CH3:23])[CH2:18][C:19]=3[CH:20]=2)[S:11][C:10]=1[C:26]#[N:27].O. Product: [C:22]([CH:17]1[CH2:16][CH2:15][C:14]2[N:13]=[C:12]3[S:11][C:10]([C:26]#[N:27])=[CH:9][C:21]3=[CH:20][C:19]=2[CH2:18]1)([CH3:25])([CH3:23])[CH3:24]. The catalyst class is: 3. (3) Reactant: C([O-])=O.[NH4+].C([N:12]1[CH2:18][CH2:17][C:16]2[C:19](Cl)=[N:20][C:21]([CH2:23][C:24]3[CH:29]=[CH:28][CH:27]=[CH:26][C:25]=3[F:30])=[N:22][C:15]=2[CH2:14][CH2:13]1)C1C=CC=CC=1. Product: [F:30][C:25]1[CH:26]=[CH:27][CH:28]=[CH:29][C:24]=1[CH2:23][C:21]1[N:20]=[CH:19][C:16]2[CH2:17][CH2:18][NH:12][CH2:13][CH2:14][C:15]=2[N:22]=1. The catalyst class is: 43. (4) Reactant: [OH-].[K+].C([O:5][C:6]([C:8]1[CH:12]=[C:11]([CH:13]2[CH2:18][CH2:17][O:16][CH2:15][CH2:14]2)[S:10][CH:9]=1)=[O:7])C.Cl. Product: [O:16]1[CH2:15][CH2:14][CH:13]([C:11]2[S:10][CH:9]=[C:8]([C:6]([OH:7])=[O:5])[CH:12]=2)[CH2:18][CH2:17]1. The catalyst class is: 6. (5) Reactant: [C:1]([C:5]1[CH:9]=[C:8]([CH2:10][NH2:11])[N:7]([C:12]2[CH:17]=[CH:16][C:15]([F:18])=[CH:14][CH:13]=2)[N:6]=1)([CH3:4])([CH3:3])[CH3:2].[F:19][C:20]1[CH:21]=[C:22]([CH:31]([CH3:35])[C:32](O)=[O:33])[CH:23]=[CH:24][C:25]=1[CH2:26][O:27][CH2:28][CH2:29][OH:30].C1C=CC2N(O)N=NC=2C=1.CN(C(ON1N=NC2C=CC=CC1=2)=[N+](C)C)C.[B-](F)(F)(F)F.CCN(C(C)C)C(C)C. Product: [C:1]([C:5]1[CH:9]=[C:8]([CH2:10][NH:11][C:32](=[O:33])[CH:31]([C:22]2[CH:23]=[CH:24][C:25]([CH2:26][O:27][CH2:28][CH2:29][OH:30])=[C:20]([F:19])[CH:21]=2)[CH3:35])[N:7]([C:12]2[CH:13]=[CH:14][C:15]([F:18])=[CH:16][CH:17]=2)[N:6]=1)([CH3:4])([CH3:2])[CH3:3]. The catalyst class is: 118. (6) Reactant: O[C@@:2]([C:11]1[CH:12]=[C:13]2[C:18](=[CH:19][CH:20]=1)[CH:17]=[C:16]([C:21]([NH:23][CH3:24])=[O:22])[CH:15]=[CH:14]2)([C:6]1[N:7]=[CH:8][NH:9][CH:10]=1)[CH2:3][CH2:4]O.C(N(C(C)C)C(C)C)C.CS(Cl)(=O)=[O:36].C(=O)([O-])[O-].[Na+].[Na+]. Product: [OH:36][C:10]1[N:9]=[CH:8][N:7]2[CH2:4][CH2:3][C@@H:2]([C:11]3[CH:12]=[C:13]4[C:18](=[CH:19][CH:20]=3)[CH:17]=[C:16]([C:21]([NH:23][CH3:24])=[O:22])[CH:15]=[CH:14]4)[C:6]=12. The catalyst class is: 253. (7) Reactant: [OH:1][CH2:2][C:3]1[N:8]=[C:7]([NH:9][C:10](=[O:15])[C:11]([CH3:14])([CH3:13])[CH3:12])[CH:6]=[CH:5][CH:4]=1.[H-].[Na+].Br[CH2:19][CH:20]1[CH2:22][CH2:21]1. Product: [CH:20]1([CH2:19][O:1][CH2:2][C:3]2[N:8]=[C:7]([NH:9][C:10](=[O:15])[C:11]([CH3:12])([CH3:14])[CH3:13])[CH:6]=[CH:5][CH:4]=2)[CH2:22][CH2:21]1. The catalyst class is: 3. (8) Reactant: S(Cl)([Cl:3])=O.[CH2:5]([O:7][C:8]1[CH:15]=[CH:14][C:11]([CH2:12]O)=[CH:10][CH:9]=1)[CH3:6].CN(C=O)C. Product: [CH2:5]([O:7][C:8]1[CH:15]=[CH:14][C:11]([CH2:12][Cl:3])=[CH:10][CH:9]=1)[CH3:6]. The catalyst class is: 2.